From a dataset of Catalyst prediction with 721,799 reactions and 888 catalyst types from USPTO. Predict which catalyst facilitates the given reaction. (1) Reactant: [CH3:1][O:2][C:3]([C@H:5]1[CH2:10][CH2:9][C@H:8]([C:11]2[CH:15]=[C:14]([CH3:16])[O:13][N:12]=2)[CH2:7][CH2:6]1)=[O:4].[Cl:17]N1C(=O)CCC1=O. Product: [CH3:1][O:2][C:3]([C@H:5]1[CH2:6][CH2:7][C@H:8]([C:11]2[C:15]([Cl:17])=[C:14]([CH3:16])[O:13][N:12]=2)[CH2:9][CH2:10]1)=[O:4]. The catalyst class is: 9. (2) Reactant: [S:1]1[CH:5]=[CH:4][CH:3]=[CH:2]1.C([Li])CCC.[N:11]1[O:12][CH2:13][CH:14]2[CH2:18][N:17]([C:19]([O:21][CH2:22][C:23]3[CH:28]=[CH:27][CH:26]=[CH:25][CH:24]=3)=[O:20])[CH2:16][C:15]=12. Product: [S:1]1[CH:5]=[CH:4][CH:3]=[C:2]1[C:15]12[CH2:16][N:17]([C:19]([O:21][CH2:22][C:23]3[CH:28]=[CH:27][CH:26]=[CH:25][CH:24]=3)=[O:20])[CH2:18][CH:14]1[CH2:13][O:12][NH:11]2. The catalyst class is: 7. (3) Reactant: [CH3:1][O:2][C:3]1[CH:4]=[C:5]2[C:10](=[CH:11][C:12]=1[O:13][CH3:14])[N:9]=[CH:8][CH:7]=[C:6]2[O:15][C:16]1[CH:22]=[CH:21][C:19]([NH2:20])=[C:18]([C:23]([F:26])([F:25])[F:24])[CH:17]=1.C(N(CC)CC)C.ClC(Cl)(O[C:38](=[O:44])OC(Cl)(Cl)Cl)Cl.[S:46]1[CH:50]=[CH:49][N:48]=[C:47]1[CH:51]([NH2:53])[CH3:52]. Product: [CH3:1][O:2][C:3]1[CH:4]=[C:5]2[C:10](=[CH:11][C:12]=1[O:13][CH3:14])[N:9]=[CH:8][CH:7]=[C:6]2[O:15][C:16]1[CH:22]=[CH:21][C:19]([NH:20][C:38]([NH:53][CH:51]([C:47]2[S:46][CH:50]=[CH:49][N:48]=2)[CH3:52])=[O:44])=[C:18]([C:23]([F:25])([F:26])[F:24])[CH:17]=1. The catalyst class is: 22. (4) Reactant: [CH3:1][O:2][C:3](=[O:14])/[C:4](/[N:11]=[N+]=[N-])=[CH:5]/[C:6]1[CH:10]=[CH:9][S:8][CH:7]=1. Product: [S:8]1[C:7]2[NH:11][C:4]([C:3]([O:2][CH3:1])=[O:14])=[CH:5][C:6]=2[CH:10]=[CH:9]1. The catalyst class is: 11.